This data is from Forward reaction prediction with 1.9M reactions from USPTO patents (1976-2016). The task is: Predict the product of the given reaction. (1) The product is: [CH3:9][C:4]1[CH:3]=[C:2]([CH:7]=[CH:6][C:5]=1[S:8][CH2:14][C:15]1[N:16]([CH3:20])[CH:17]=[CH:18][N:19]=1)[NH2:1]. Given the reactants [NH2:1][C:2]1[CH:7]=[CH:6][C:5]([SH:8])=[C:4]([CH3:9])[CH:3]=1.[OH-].[Na+].Cl.Cl[CH2:14][C:15]1[N:16]([CH3:20])[CH:17]=[CH:18][N:19]=1.O, predict the reaction product. (2) Given the reactants [C:1](Cl)(=[O:3])[CH3:2].[F:5][C:6]([F:11])([F:10])[C:7]([OH:9])=[O:8].[F:12][C:13]1[CH:14]=[CH:15][C:16]([N+:25]([O-:27])=[O:26])=[C:17]([CH:24]=1)[O:18][C@H:19]1[CH2:22][C@H:21]([NH2:23])[CH2:20]1.C(N(CC)CC)C, predict the reaction product. The product is: [F:5][C:6]([F:11])([F:10])[C:7]([OH:9])=[O:8].[F:12][C:13]1[CH:14]=[CH:15][C:16]([N+:25]([O-:27])=[O:26])=[C:17]([CH:24]=1)[O:18][C@H:19]1[CH2:20][C@H:21]([NH:23][C:1](=[O:3])[CH3:2])[CH2:22]1. (3) Given the reactants Cl[CH:2]([C:31]1[C:32]([CH3:37])=[N:33][O:34][C:35]=1[CH3:36])[C:3]1[O:4][C:5]2[CH:11]=[CH:10][C:9]([CH2:12][C:13]([NH:15][CH:16]([C:23]3[CH:28]=[CH:27][C:26]([CH3:29])=[CH:25][C:24]=3[CH3:30])[C:17]3[CH:22]=[CH:21][CH:20]=[CH:19][CH:18]=3)=[O:14])=[CH:8][C:6]=2[CH:7]=1.[CH3:38][O:39][CH2:40][CH2:41][NH2:42], predict the reaction product. The product is: [CH3:37][C:32]1[C:31]([CH:2]([NH:42][CH2:41][CH2:40][O:39][CH3:38])[C:3]2[O:4][C:5]3[CH:11]=[CH:10][C:9]([CH2:12][C:13]([NH:15][CH:16]([C:23]4[CH:28]=[CH:27][C:26]([CH3:29])=[CH:25][C:24]=4[CH3:30])[C:17]4[CH:18]=[CH:19][CH:20]=[CH:21][CH:22]=4)=[O:14])=[CH:8][C:6]=3[CH:7]=2)=[C:35]([CH3:36])[O:34][N:33]=1. (4) Given the reactants [N:1]([CH2:4][CH2:5][O:6][C:7]1[CH:8]=[CH:9][C:10]2[S:14][C:13](=[C:15]3[S:19][C:18](=[N:20][C:21]4[CH:22]=[C:23]([NH:30][C:31](=[O:36])[CH2:32][N:33]([CH3:35])[CH3:34])[CH:24]=[CH:25][C:26]=4[NH:27][CH2:28][CH3:29])[N:17]([CH2:37][C:38]4[CH:43]=[CH:42][CH:41]=[CH:40][CH:39]=4)[C:16]3=[O:44])[N:12]([CH3:45])[C:11]=2[CH:46]=1)=[N+]=[N-].C1(P(C2C=CC=CC=2)C2C=CC=CC=2)C=CC=CC=1.O, predict the reaction product. The product is: [NH2:1][CH2:4][CH2:5][O:6][C:7]1[CH:8]=[CH:9][C:10]2[S:14][C:13](=[C:15]3[S:19][C:18](=[N:20][C:21]4[CH:22]=[C:23]([NH:30][C:31](=[O:36])[CH2:32][N:33]([CH3:35])[CH3:34])[CH:24]=[CH:25][C:26]=4[NH:27][CH2:28][CH3:29])[N:17]([CH2:37][C:38]4[CH:39]=[CH:40][CH:41]=[CH:42][CH:43]=4)[C:16]3=[O:44])[N:12]([CH3:45])[C:11]=2[CH:46]=1. (5) Given the reactants [C:1]([O:5][C:6]([N:8]1[CH2:13][CH2:12][N:11]([C:14]2[N:19]=[C:18](Cl)[N:17]=[CH:16][N:15]=2)[CH2:10][CH2:9]1)=[O:7])([CH3:4])([CH3:3])[CH3:2].CC1(C)C(C)(C)OB([C:29]2[CH:38]=[CH:37][C:36]3[C:35]([CH3:40])([CH3:39])[CH2:34][CH2:33][C:32]([CH3:42])([CH3:41])[C:31]=3[CH:30]=2)O1, predict the reaction product. The product is: [C:1]([O:5][C:6]([N:8]1[CH2:13][CH2:12][N:11]([C:14]2[N:19]=[C:18]([C:38]3[CH:29]=[CH:30][C:31]4[C:32]([CH3:42])([CH3:41])[CH2:33][CH2:34][C:35]([CH3:40])([CH3:39])[C:36]=4[CH:37]=3)[N:17]=[CH:16][N:15]=2)[CH2:10][CH2:9]1)=[O:7])([CH3:4])([CH3:3])[CH3:2]. (6) Given the reactants C([N:8](CC1C=CC=CC=1)[CH:9]([C:16]1[CH:21]=[CH:20][CH:19]=[C:18]([C:22]([F:25])([F:24])[F:23])[CH:17]=1)[CH:10]([OH:15])[C:11]([F:14])([F:13])[F:12])C1C=CC=CC=1.[H][H], predict the reaction product. The product is: [NH2:8][CH:9]([C:16]1[CH:21]=[CH:20][CH:19]=[C:18]([C:22]([F:23])([F:24])[F:25])[CH:17]=1)[CH:10]([OH:15])[C:11]([F:12])([F:14])[F:13]. (7) Given the reactants [O:1]=[C:2]1[C:11]2[C:6](=[CH:7][CH:8]=[CH:9][CH:10]=2)[CH2:5][CH2:4][CH:3]1[NH:12]C(=O)C.[ClH:16], predict the reaction product. The product is: [ClH:16].[NH2:12][CH:3]1[CH2:4][CH2:5][C:6]2[C:11](=[CH:10][CH:9]=[CH:8][CH:7]=2)[C:2]1=[O:1].